Task: Predict which catalyst facilitates the given reaction.. Dataset: Catalyst prediction with 721,799 reactions and 888 catalyst types from USPTO (1) Reactant: [CH3:1][O:2][C:3]1[CH:4]=[C:5]([N:18]2[CH:22]=[C:21]([NH2:23])[CH:20]=[N:19]2)[CH:6]=[CH:7][C:8]=1B1OC(C)(C)C(C)(C)O1.Cl[C:25]1[N:30]=[N:29][C:28]([N:31]([CH3:42])[CH:32]2[CH2:37][C:36]([CH3:39])([CH3:38])[NH:35][C:34]([CH3:41])([CH3:40])[CH2:33]2)=[CH:27][CH:26]=1.P([O-])([O-])([O-])=O.[K+].[K+].[K+].COC1C=CC=C(OC)C=1C1C=CC=CC=1P(C1CCCCC1)C1CCCCC1. Product: [NH2:23][C:21]1[CH:20]=[N:19][N:18]([C:5]2[CH:6]=[CH:7][C:8]([C:25]3[N:30]=[N:29][C:28]([N:31]([CH3:42])[CH:32]4[CH2:37][C:36]([CH3:38])([CH3:39])[NH:35][C:34]([CH3:41])([CH3:40])[CH2:33]4)=[CH:27][CH:26]=3)=[C:3]([O:2][CH3:1])[CH:4]=2)[CH:22]=1. The catalyst class is: 552. (2) Reactant: [C:1]([O:4][CH2:5][C:6]1[CH:11]=[CH:10][CH:9]=[C:8]([CH2:12][CH2:13][NH:14][CH2:15][C@@H:16]([C:18]2[CH:29]=[CH:28][C:21]3[O:22][C:23]([CH3:27])([CH3:26])[O:24][CH2:25][C:20]=3[CH:19]=2)[OH:17])[CH:7]=1)(=[O:3])[CH3:2].[C:30](N1C=CN=C1)(N1C=CN=C1)=[O:31]. Product: [C:1]([O:4][CH2:5][C:6]1[CH:11]=[CH:10][CH:9]=[C:8]([CH2:12][CH2:13][N:14]2[CH2:15][C@@H:16]([C:18]3[CH:29]=[CH:28][C:21]4[O:22][C:23]([CH3:26])([CH3:27])[O:24][CH2:25][C:20]=4[CH:19]=3)[O:17][C:30]2=[O:31])[CH:7]=1)(=[O:3])[CH3:2]. The catalyst class is: 1.